Dataset: Retrosynthesis with 50K atom-mapped reactions and 10 reaction types from USPTO. Task: Predict the reactants needed to synthesize the given product. The reactants are: Nc1ccccc1F.O=C(CBr)OCc1ccccc1. Given the product O=C(CNc1ccccc1F)OCc1ccccc1, predict the reactants needed to synthesize it.